Dataset: Experimentally validated miRNA-target interactions with 360,000+ pairs, plus equal number of negative samples. Task: Binary Classification. Given a miRNA mature sequence and a target amino acid sequence, predict their likelihood of interaction. (1) The miRNA is cel-miR-51-5p with sequence UACCCGUAGCUCCUAUCCAUGUU. The protein sequence of the target gene is MIGDILLFGTLLMNAGAVLNFKLKKKDTQGFGEESREPSTGDNIREFLLSLRYFRIFIALWNIFMMFCMIVLFGS. Result: 0 (no interaction). (2) The miRNA is mmu-miR-10b-5p with sequence UACCCUGUAGAACCGAAUUUGUG. The protein sequence of the target gene is MPAVDKLLLEEALQDSPQARSLLSVFEEDAGTLTDYTNQLLQAMQRVYGAQNEMCLATQQLSRQLLAYEKQNFALGKGDEEVISTLHYFSKVMDELNGLHTELAKQLADTMVLPVIQFREKDLTEVSTLKDLFGLASSEHDLSMAKYSRLPKKKENEKAKTEIVKEVAAARRKQHLSSLQYYCALNALQYRKRAAMMEPLIGFAHGQINFFKRGAEMFSKSMDGFLSSVKDMVQSIQVELEAEADKMRVSQQELLSVSESVYTPDIDVATAQINRNLIQKTGYLNLRNKTGLVTTTWERL.... Result: 0 (no interaction). (3) The miRNA is mmu-miR-466d-3p with sequence UAUACAUACACGCACACAUAG. The protein sequence of the target gene is MMQTKVQNKKRQVAFFILLMLWGEVGSESIQYSVLEETESGTFVANLTKDLGLRVGELASRGARVVFKGNRQHLQFDPQTHDLLLNEKLDREELCGSTEPCVLPFQVLLENPLQFFQASLRVRDINDHAPEFPAREMLLKISEITMPGKIFPLKMAHDLDTGSNGLQRYTISSNPHFHVLTRNRSEGRKFPELVLDKPLDREEQPQLRLTLIALDGGSPPRSGTSEIQIQVLDINDNVPEFAQELYEAQVPENNPLGSLVITVSARDLDAGSFGKVSYALFQVDDVNQPFEINAITGEIR.... Result: 0 (no interaction). (4) The miRNA is mmu-miR-742-3p with sequence GAAAGCCACCAUGCUGGGUAAA. The protein sequence of the target gene is MGRKPSPRAQELPEEEARTCCGCRFPLLLALLQLALGIAVTVLGFLMASISPSLLVRDTPFWAGSIVCVVAYLGLFMLCVSYQVDERTCVQFSMKVFYFLLSALGLMVCMLAVAFAAHHYSLLAQFTCETSLDSCQCKLPSSEPLSRAFVYRDVTDCTSVTGTFKLFLIIQMVLNLVCGLVCLLACFVMWKHRYQVFYVGVGLRSLMASDGQLPKA. Result: 1 (interaction). (5) The miRNA is mmu-miR-702-3p with sequence UGCCCACCCUUUACCCCGCUCC. The protein sequence of the target gene is MSRKASEDVEYTLRSLSSLMGERRRRQPEPGAPGGERSLLAAESAASLQGAELERAARRQFQRDETPAFVYAAAAFSALGGFLFGYDTGVVSGAMLLLRRQMRLGAMWQELLVSGAVGAAAVAALAGGALNGALGRRSAILLASALCTVGSAVLAAAANKETLLAGRLVVGLGIGIASMTVPVYIAEVSPPNLRGRLVTINTLFITGGQFFASVVDGAFSYLQKDGWRYMLGLAAIPAVIQFLGFLFLPESPRWLIQKGQTQKARRILSQMRGNQTIDEEYDSIRNSIEEEEKEATAAGP.... Result: 0 (no interaction). (6) The miRNA is hsa-miR-548p with sequence UAGCAAAAACUGCAGUUACUUU. The protein sequence of the target gene is MAALTPRKRKQDSLKCDSLLHFTENLFPSPNKKHCFYQNSDKNEENLHCSQQEHFVLSALKTTEINRLPSANQGSPFKSALSTVSFYNQNKWYLNPLERKLIKESRSTCLKTNDEDKSFPIVTEKMQGKPVCSKKNNKKPQKSLTAKYQPKYRHIKPVSRNSRNSKQNRVIYKPIVEKENNCHSAENNSNAPRVLSQKIKPQVTLQGGAAFFVRKKSSLRKSSLENEPSLGRTQKSKSEVIEDSDVETVSEKKTFATRQVPKCLVLEEKLKIGLLSASSKNKEKLIKDSSDDRVSSKEHK.... Result: 1 (interaction). (7) The miRNA is hsa-miR-8075 with sequence UGCUGAUGGCAGAUGUCGGGUCUG. The protein sequence of the target gene is MDLIGFGYAALVTIGSVLGYKRRGGVPSLIAGLSVGLLAGYGAYRVSNDRRDVKVSLFTAFFLATIMGVRFKRSKKVMPAGLVAGLSLMMILRLVLLLL. Result: 0 (no interaction). (8) The miRNA is hsa-miR-3117-5p with sequence AGACACUAUACGAGUCAUAU. The protein sequence of the target gene is MEFPDLGKHCSEPTCKQLDFLPITCDACKQDFCKDHFSYVGHKCPFAFKKDVQVPVCPLCNAPIPVKRGEIPDVVVGEHMDRDCTFHPGRNRNKVFTHRCSKEGCRKKEMLQLACAQCHGNFCIQHRHPLDHNCQAGSSSASRGRTSTSRAAEQKPSGVSWLAQRLRRTVK. Result: 0 (no interaction).